This data is from Full USPTO retrosynthesis dataset with 1.9M reactions from patents (1976-2016). The task is: Predict the reactants needed to synthesize the given product. (1) Given the product [Cl:10][C:9]1[C:4]([CH2:3][NH:2][C:28]([CH:25]2[CH2:26][CH2:27][N:22]([CH3:21])[CH2:23][CH2:24]2)=[O:29])=[N:5][CH:6]=[CH:7][N:8]=1, predict the reactants needed to synthesize it. The reactants are: Cl.[NH2:2][CH2:3][C:4]1[C:9]([Cl:10])=[N:8][CH:7]=[CH:6][N:5]=1.C(N(CC)C(C)C)(C)C.Cl.[CH3:21][N:22]1[CH2:27][CH2:26][CH:25]([C:28](Cl)=[O:29])[CH2:24][CH2:23]1. (2) Given the product [CH2:2]=[C:3]1[C:20]2[C@:15]([CH3:22])([CH2:16][CH2:17][C:18](=[O:21])[CH:19]=2)[C@@H:14]2[C@H:5]([C@H:6]3[C@@:10]([CH2:12][CH2:13]2)([CH3:11])[C@@H:9]([C:23]([NH:25][C:26]2[CH:31]=[CH:30][C:29]([C:32]([F:33])([F:35])[F:34])=[CH:28][CH:27]=2)=[O:24])[CH2:8][CH2:7]3)[CH2:4]1, predict the reactants needed to synthesize it. The reactants are: O[CH2:2][CH:3]1[C:20]2[C@:15]([CH3:22])([CH2:16][CH2:17][C:18](=[O:21])[CH:19]=2)[C@@H:14]2[C@H:5]([C@H:6]3[C@@:10]([CH2:12][CH2:13]2)([CH3:11])[C@@H:9]([C:23]([NH:25][C:26]2[CH:31]=[CH:30][C:29]([C:32]([F:35])([F:34])[F:33])=[CH:28][CH:27]=2)=[O:24])[CH2:8][CH2:7]3)[CH2:4]1. (3) Given the product [N+:4]([C:7]1[CH:8]=[C:9]2[C:10]([C:11]([OH:13])=[N:3][CH:1]=[N:16]2)=[CH:14][CH:15]=1)([O-:6])=[O:5], predict the reactants needed to synthesize it. The reactants are: [CH:1]([NH2:3])=O.[N+:4]([C:7]1[CH:8]=[C:9]([NH2:16])[C:10](=[CH:14][CH:15]=1)[C:11]([OH:13])=O)([O-:6])=[O:5]. (4) Given the product [CH3:11][C@H:12]1[CH2:17][N:16]([C:2]2[CH:7]=[CH:6][N:5]=[CH:4][C:3]=2[N+:8]([O-:10])=[O:9])[CH2:15][C@@H:14]([NH:18][C:19](=[O:25])[O:20][C:21]([CH3:24])([CH3:23])[CH3:22])[CH2:13]1, predict the reactants needed to synthesize it. The reactants are: Cl[C:2]1[CH:7]=[CH:6][N:5]=[CH:4][C:3]=1[N+:8]([O-:10])=[O:9].[CH3:11][C@H:12]1[CH2:17][NH:16][CH2:15][C@@H:14]([NH:18][C:19](=[O:25])[O:20][C:21]([CH3:24])([CH3:23])[CH3:22])[CH2:13]1.CCN(C(C)C)C(C)C. (5) The reactants are: C([N:4]1[C:12]2[C:7](=[CH:8][CH:9]=[CH:10][CH:11]=2)[C:6](=[C:13](OCC)[C:14]2[CH:19]=[CH:18][CH:17]=[CH:16][CH:15]=2)[C:5]1=[O:23])(=O)C.[CH3:24][S:25]([NH:28][C:29]1[CH:30]=[C:31]([CH:33]=[CH:34][CH:35]=1)[NH2:32])(=[O:27])=[O:26].[OH-].[Na+]. Given the product [CH3:24][S:25]([NH:28][C:29]1[CH:30]=[C:31]([NH:32]/[C:13](=[C:6]2\[C:5](=[O:23])[NH:4][C:12]3[C:7]\2=[CH:8][CH:9]=[CH:10][CH:11]=3)/[C:14]2[CH:15]=[CH:16][CH:17]=[CH:18][CH:19]=2)[CH:33]=[CH:34][CH:35]=1)(=[O:27])=[O:26], predict the reactants needed to synthesize it. (6) Given the product [CH3:1][O:2][C:3](=[O:24])[C:4]1[CH:16]=[C:15]([C:17]2([C:19]3[O:20][CH:21]=[CH:22][CH:23]=3)[S:28][CH2:25][CH2:26][S:27]2)[CH:14]=[C:6]([C:7]([N:9]([CH3:13])[CH2:10][CH2:11][CH3:12])=[O:8])[CH:5]=1, predict the reactants needed to synthesize it. The reactants are: [CH3:1][O:2][C:3](=[O:24])[C:4]1[CH:16]=[C:15]([C:17]([C:19]2[O:20][CH:21]=[CH:22][CH:23]=2)=O)[CH:14]=[C:6]([C:7]([N:9]([CH3:13])[CH2:10][CH2:11][CH3:12])=[O:8])[CH:5]=1.[CH2:25]([SH:28])[CH2:26][SH:27].B(F)(F)F.CCCCOCCCC. (7) Given the product [CH3:22][O:23][CH2:24][O:10][C:5]1[CH:6]=[CH:7][CH:8]=[CH:9][C:4]=1[O:3][C:2]([F:11])([F:12])[F:1], predict the reactants needed to synthesize it. The reactants are: [F:1][C:2]([F:12])([F:11])[O:3][C:4]1[CH:9]=[CH:8][CH:7]=[CH:6][C:5]=1[OH:10].C(N(CC)C(C)C)(C)C.[CH3:22][O:23][CH2:24]Cl. (8) Given the product [CH3:14][N:15]([CH3:32])[C:16]1[CH:17]=[CH:18][C:19]([CH2:22][N:23]([C:24]2[CH:25]=[N:26][C:27]([O:30][CH3:31])=[CH:28][CH:29]=2)[C:11]([CH:1]2[C:10]3[C:5](=[CH:6][CH:7]=[CH:8][CH:9]=3)[CH2:4][CH2:3][CH2:2]2)=[O:13])=[CH:20][CH:21]=1, predict the reactants needed to synthesize it. The reactants are: [CH:1]1([C:11]([OH:13])=O)[C:10]2[C:5](=[CH:6][CH:7]=[CH:8][CH:9]=2)[CH2:4][CH2:3][CH2:2]1.[CH3:14][N:15]([CH3:32])[C:16]1[CH:21]=[CH:20][C:19]([CH2:22][NH:23][C:24]2[CH:25]=[N:26][C:27]([O:30][CH3:31])=[CH:28][CH:29]=2)=[CH:18][CH:17]=1.